From a dataset of Full USPTO retrosynthesis dataset with 1.9M reactions from patents (1976-2016). Predict the reactants needed to synthesize the given product. Given the product [CH3:1][O:2][C:3]([C:5]1([NH:14][C:15](=[O:25])[C:16]2[CH:21]=[CH:20][C:19]([O:22][CH3:23])=[C:18]([O:24][CH2:40][C:39]([C:35]3[CH:36]=[CH:37][CH:38]=[C:33]([Cl:32])[CH:34]=3)([F:49])[F:50])[CH:17]=2)[CH2:6][C:7]2[C:12](=[CH:11][CH:10]=[CH:9][CH:8]=2)[CH2:13]1)=[O:4], predict the reactants needed to synthesize it. The reactants are: [CH3:1][O:2][C:3]([C:5]1([NH:14][C:15](=[O:25])[C:16]2[CH:21]=[CH:20][C:19]([O:22][CH3:23])=[C:18]([OH:24])[CH:17]=2)[CH2:13][C:12]2[C:7](=[CH:8][CH:9]=[CH:10][CH:11]=2)[CH2:6]1)=[O:4].C(=O)([O-])[O-].[K+].[K+].[Cl:32][C:33]1[CH:34]=[C:35]([C:39]([F:50])([F:49])[CH2:40]OS(C(F)(F)F)(=O)=O)[CH:36]=[CH:37][CH:38]=1.